Dataset: Catalyst prediction with 721,799 reactions and 888 catalyst types from USPTO. Task: Predict which catalyst facilitates the given reaction. (1) Reactant: [NH:1]1[CH2:4][CH:3]([CH2:5][C:6]2[N:7]([CH3:33])[C:8]3[C:13]([N:14]=2)=[C:12]([N:15]2[CH2:20][CH2:19][O:18][CH2:17][CH2:16]2)[N:11]=[C:10]([N:21]2[C:25]4[CH:26]=[CH:27][CH:28]=[CH:29][C:24]=4[N:23]=[C:22]2[C@H:30]([OH:32])[CH3:31])[N:9]=3)[CH2:2]1.CCN(C(C)C)C(C)C.[C:43](Cl)(=[O:47])[CH:44]([CH3:46])[CH3:45]. Product: [OH:32][C@@H:30]([C:22]1[N:21]([C:10]2[N:9]=[C:8]3[C:13]([N:14]=[C:6]([CH2:5][CH:3]4[CH2:4][N:1]([C:43](=[O:47])[CH:44]([CH3:46])[CH3:45])[CH2:2]4)[N:7]3[CH3:33])=[C:12]([N:15]3[CH2:20][CH2:19][O:18][CH2:17][CH2:16]3)[N:11]=2)[C:25]2[CH:26]=[CH:27][CH:28]=[CH:29][C:24]=2[N:23]=1)[CH3:31]. The catalyst class is: 2. (2) Reactant: [N:1]1[CH:6]=[CH:5][CH:4]=[C:3]([NH:7][C:8](=[O:15])OCC(Cl)(Cl)Cl)[N:2]=1.Cl.Cl.[F:18][C:19]1[CH:20]=[C:21]([C:26]2[CH:31]=[CH:30][N:29]=[C:28]([N:32]3[CH2:37][CH2:36][NH:35][CH2:34][CH2:33]3)[N:27]=2)[CH:22]=[C:23]([F:25])[CH:24]=1. Product: [F:25][C:23]1[CH:22]=[C:21]([C:26]2[CH:31]=[CH:30][N:29]=[C:28]([N:32]3[CH2:37][CH2:36][N:35]([C:8]([NH:7][C:3]4[N:2]=[N:1][CH:6]=[CH:5][CH:4]=4)=[O:15])[CH2:34][CH2:33]3)[N:27]=2)[CH:20]=[C:19]([F:18])[CH:24]=1. The catalyst class is: 188. (3) Reactant: [N+:1]([C:4]1[CH:12]=[CH:11][C:7]2[N:8]=[CH:9][NH:10][C:6]=2[CH:5]=1)([O-])=O. Product: [NH:8]1[C:7]2[CH:11]=[CH:12][C:4]([NH2:1])=[CH:5][C:6]=2[N:10]=[CH:9]1. The catalyst class is: 541. (4) Reactant: [CH3:1][O:2][C:3]1[C:18]([O:19][CH3:20])=[CH:17][C:6]([C:7]([NH:9][CH2:10][C:11]2[O:12][C:13]([CH3:16])=[CH:14][CH:15]=2)=[O:8])=[C:5]([N+:21]([O-])=O)[CH:4]=1.O.NN. Product: [CH3:1][O:2][C:3]1[C:18]([O:19][CH3:20])=[CH:17][C:6]([C:7]([NH:9][CH2:10][C:11]2[O:12][C:13]([CH3:16])=[CH:14][CH:15]=2)=[O:8])=[C:5]([NH2:21])[CH:4]=1. The catalyst class is: 470. (5) Reactant: [CH3:1][O:2][C:3]1[CH:18]=[CH:17][C:6]([CH2:7][C:8]2([CH3:16])[CH2:13][CH2:12][O:11][CH2:10][CH:9]2[CH:14]=[O:15])=[CH:5][CH:4]=1.C([OH:23])(C)(C)C.O1CCCC1.CC(=CC)C.[O-]Cl=O.[Na+].[NH4+].[Cl-]. Product: [CH3:1][O:2][C:3]1[CH:4]=[CH:5][C:6]([CH2:7][C:8]2([CH3:16])[CH2:13][CH2:12][O:11][CH2:10][CH:9]2[C:14]([OH:23])=[O:15])=[CH:17][CH:18]=1. The catalyst class is: 6. (6) Reactant: [CH2:1]([O:8][C:9]1[CH:14]=[CH:13][C:12]([OH:15])=[CH:11][CH:10]=1)[C:2]1[CH:7]=[CH:6][CH:5]=[CH:4][CH:3]=1.C(=O)([O-])[O-].[Cs+].[Cs+].Br[CH:23]([CH2:28][CH3:29])[C:24]([O:26][CH3:27])=[O:25]. Product: [CH2:1]([O:8][C:9]1[CH:10]=[CH:11][C:12]([O:15][CH:23]([CH2:28][CH3:29])[C:24]([O:26][CH3:27])=[O:25])=[CH:13][CH:14]=1)[C:2]1[CH:3]=[CH:4][CH:5]=[CH:6][CH:7]=1. The catalyst class is: 23. (7) Reactant: [NH2:1][C:2]1[C:7]([CH:8]=[O:9])=[C:6](Cl)[N:5]=[CH:4][N:3]=1.[NH:11]1[CH2:16][CH2:15][CH:14]([O:17][C:18](=[O:30])[NH:19][C:20]2[CH:25]=[CH:24][C:23]([O:26][CH:27]([CH3:29])[CH3:28])=[CH:22][CH:21]=2)[CH2:13][CH2:12]1.CCN(C(C)C)C(C)C. Product: [NH2:1][C:2]1[N:3]=[CH:4][N:5]=[C:6]([N:11]2[CH2:16][CH2:15][CH:14]([O:17][C:18](=[O:30])[NH:19][C:20]3[CH:25]=[CH:24][C:23]([O:26][CH:27]([CH3:28])[CH3:29])=[CH:22][CH:21]=3)[CH2:13][CH2:12]2)[C:7]=1[CH:8]=[O:9]. The catalyst class is: 58. (8) Reactant: [C:1]1([N:7]([C:14]2[CH:21]=[CH:20][C:17]([CH2:18][OH:19])=[CH:16][CH:15]=2)[C:8]2[CH:13]=[CH:12][CH:11]=[CH:10][CH:9]=2)[CH:6]=[CH:5][CH:4]=[CH:3][CH:2]=1.N1C=CC=CC=1.[C:28](OC(=O)C)(=[O:30])[CH3:29]. Product: [C:28]([O:19][CH2:18][C:17]1[CH:20]=[CH:21][C:14]([N:7]([C:1]2[CH:6]=[CH:5][CH:4]=[CH:3][CH:2]=2)[C:8]2[CH:13]=[CH:12][CH:11]=[CH:10][CH:9]=2)=[CH:15][CH:16]=1)(=[O:30])[CH3:29]. The catalyst class is: 6. (9) Reactant: [N:1]1[CH:6]=[CH:5][CH:4]=[CH:3][C:2]=1[CH2:7][O:8][C:9]1[CH:17]=[CH:16][C:12]([C:13]([OH:15])=O)=[CH:11][CH:10]=1.[NH2:18][C:19]1[CH:27]=[CH:26][C:22]([C:23]([NH2:25])=[O:24])=[CH:21][C:20]=1[CH3:28].CN(C(ON1N=NC2C=CC=NC1=2)=[N+](C)C)C.F[P-](F)(F)(F)(F)F.CCN(C(C)C)C(C)C.[OH-].[Na+]. Product: [C:23]([C:22]1[CH:26]=[CH:27][C:19]([NH:18][C:13](=[O:15])[C:12]2[CH:11]=[CH:10][C:9]([O:8][CH2:7][C:2]3[CH:3]=[CH:4][CH:5]=[CH:6][N:1]=3)=[CH:17][CH:16]=2)=[C:20]([CH3:28])[CH:21]=1)(=[O:24])[NH2:25]. The catalyst class is: 3.